Task: Predict which catalyst facilitates the given reaction.. Dataset: Catalyst prediction with 721,799 reactions and 888 catalyst types from USPTO (1) Reactant: [OH-].[Na+].C([O:6][CH2:7][CH2:8][O:9][CH2:10][CH2:11][O:12][C:13]1[CH:14]=[CH:15][C:16]2[C:23]3[C:24]4([O:29][CH2:28][C:27]([CH3:31])([CH3:30])[CH2:26][O:25]4)[C:22]=3[C:21]3[CH:32]=[CH:33][C:34]([O:36][CH2:37][CH2:38][CH2:39][CH3:40])=[CH:35][C:20]=3[CH2:19][CH2:18][C:17]=2[CH:41]=1)(=O)C. Product: [CH2:37]([O:36][C:34]1[CH:33]=[CH:32][C:21]2[C:22]3[C:24]4([O:29][CH2:28][C:27]([CH3:31])([CH3:30])[CH2:26][O:25]4)[C:23]=3[C:16]3[CH:15]=[CH:14][C:13]([O:12][CH2:11][CH2:10][O:9][CH2:8][CH2:7][OH:6])=[CH:41][C:17]=3[CH2:18][CH2:19][C:20]=2[CH:35]=1)[CH2:38][CH2:39][CH3:40]. The catalyst class is: 5. (2) The catalyst class is: 67. Reactant: C([O:8][C:9]1[C:14]([N+:15]([O-:17])=[O:16])=[C:13]([C:18]2[CH:23]=[CH:22][C:21]([O:24][CH3:25])=[CH:20][C:19]=2[Cl:26])[CH:12]=[CH:11][N:10]=1)C1C=CC=CC=1. Product: [Cl:26][C:19]1[CH:20]=[C:21]([O:24][CH3:25])[CH:22]=[CH:23][C:18]=1[C:13]1[CH:12]=[CH:11][NH:10][C:9](=[O:8])[C:14]=1[N+:15]([O-:17])=[O:16]. (3) Product: [CH3:31][C@H:11]1[C:12]2[C:17]([C:18]3[CH2:23][CH2:22][NH:21][CH2:20][CH:19]=3)=[N:16][CH:15]=[N:14][C:13]=2[C@H:9]([OH:8])[CH2:10]1. The catalyst class is: 2. Reactant: C(O)(C(F)(F)F)=O.[OH:8][C@H:9]1[C:13]2[N:14]=[CH:15][N:16]=[C:17]([C:18]3[CH2:23][CH2:22][N:21](C(OC(C)(C)C)=O)[CH2:20][CH:19]=3)[C:12]=2[C@H:11]([CH3:31])[CH2:10]1. (4) Reactant: [NH2:1][C:2]1[C:11]2[N:10]=[CH:9][C:8]([CH2:12][CH2:13][C:14]3[CH:19]=[CH:18][C:17]([CH2:20][OH:21])=[CH:16][C:15]=3[CH3:22])=[CH:7][C:6]=2[C:5]2[CH:23]=[CH:24][C:25]([CH3:27])=[CH:26][C:4]=2[N:3]=1.I(C1C=CC=CC=1C(O)=O)(=O)=O. Product: [NH2:1][C:2]1[C:11]2[N:10]=[CH:9][C:8]([CH2:12][CH2:13][C:14]3[CH:19]=[CH:18][C:17]([CH:20]=[O:21])=[CH:16][C:15]=3[CH3:22])=[CH:7][C:6]=2[C:5]2[CH:23]=[CH:24][C:25]([CH3:27])=[CH:26][C:4]=2[N:3]=1. The catalyst class is: 58. (5) The catalyst class is: 430. Reactant: [CH:1]1([C:5]2[N:6]=[C:7]([CH2:10][CH2:11][C:12]3[CH:40]=[CH:39][N:15]4[C:16](=[O:38])[C:17](/[CH:29]=[CH:30]/[C:31]([O:33][C:34]([CH3:37])([CH3:36])[CH3:35])=[O:32])=[C:18]([N:20]5[CH2:25][CH2:24][CH2:23][CH:22]([O:26]C=O)[CH2:21]5)[N:19]=[C:14]4[CH:13]=3)[S:8][CH:9]=2)[CH2:4][CH2:3][CH2:2]1.C[O-].[Na+].C(Cl)(Cl)Cl. Product: [CH:1]1([C:5]2[N:6]=[C:7]([CH2:10][CH2:11][C:12]3[CH:40]=[CH:39][N:15]4[C:16](=[O:38])[C:17](/[CH:29]=[CH:30]/[C:31]([O:33][C:34]([CH3:37])([CH3:35])[CH3:36])=[O:32])=[C:18]([N:20]5[CH2:25][CH2:24][CH2:23][CH:22]([OH:26])[CH2:21]5)[N:19]=[C:14]4[CH:13]=3)[S:8][CH:9]=2)[CH2:4][CH2:3][CH2:2]1. (6) Reactant: [CH3:13][C:12]([O:11][C:9](O[C:9]([O:11][C:12]([CH3:15])([CH3:14])[CH3:13])=[O:10])=[O:10])([CH3:15])[CH3:14].[CH3:16][NH:17][S:18]([C:21]1[CH:26]=[CH:25][C:24]([CH3:27])=[CH:23][CH:22]=1)(=[O:20])=[O:19].CCN(C(C)C)C(C)C.O. Product: [CH3:16][N:17]([S:18]([C:21]1[CH:26]=[CH:25][C:24]([CH3:27])=[CH:23][CH:22]=1)(=[O:19])=[O:20])[C:9](=[O:10])[O:11][C:12]([CH3:13])([CH3:14])[CH3:15]. The catalyst class is: 649. (7) Reactant: Cl[C:2]1[N:7]=[CH:6][C:5]([N:8]([CH3:25])[C:9](=[O:24])[C:10]2[CH:15]=[C:14]([C:16]([F:19])([F:18])[F:17])[CH:13]=[C:12]([C:20]([F:23])([F:22])[F:21])[CH:11]=2)=[C:4]([C:26]2[CH:31]=[CH:30][CH:29]=[CH:28][C:27]=2[CH3:32])[CH:3]=1.[C:33]([O:37][C:38]([N:40]1[CH:44]=[CH:43][CH:42]=[C:41]1B(O)O)=[O:39])([CH3:36])([CH3:35])[CH3:34]. Product: [C:33]([O:37][C:38]([N:40]1[CH:44]=[CH:43][CH:42]=[C:41]1[C:2]1[CH:3]=[C:4]([C:26]2[CH:31]=[CH:30][CH:29]=[CH:28][C:27]=2[CH3:32])[C:5]([N:8]([C:9](=[O:24])[C:10]2[CH:15]=[C:14]([C:16]([F:18])([F:17])[F:19])[CH:13]=[C:12]([C:20]([F:22])([F:23])[F:21])[CH:11]=2)[CH3:25])=[CH:6][N:7]=1)=[O:39])([CH3:36])([CH3:34])[CH3:35]. The catalyst class is: 243.